Dataset: Catalyst prediction with 721,799 reactions and 888 catalyst types from USPTO. Task: Predict which catalyst facilitates the given reaction. (1) Reactant: [CH2:1]([N:5]1[CH:9]=[CH:8][N:7]=[CH:6]1)[CH2:2][CH2:3][CH3:4].[Cl:10][CH2:11][CH2:12][CH2:13][CH2:14][CH2:15][CH3:16]. Product: [Cl-:10].[CH2:1]([N+:5]1[CH:9]=[CH:8][N:7]([CH2:11][CH2:12][CH2:13][CH2:14][CH2:15][CH3:16])[CH:6]=1)[CH2:2][CH2:3][CH3:4]. The catalyst class is: 11. (2) Reactant: [Mg].Br[C:3]1[CH:8]=[CH:7][C:6]([CH2:9][CH2:10][CH2:11][CH3:12])=[CH:5][CH:4]=1.C(O[CH2:16][CH3:17])C.[Cl:18][Si:19]([Cl:22])([Cl:21])[Cl:20]. Product: [CH2:9]([C:6]1[CH:7]=[CH:8][C:3]([Si:19]([Cl:21])([Cl:20])[Cl:18])=[CH:4][CH:5]=1)[CH2:10][CH2:11][CH3:12].[CH2:9]([C:6]1[CH:7]=[CH:8][C:3]([Si:19]([C:3]2[CH:8]=[CH:7][C:6]([CH2:9][CH2:10][CH2:16][CH3:17])=[CH:5][CH:4]=2)([Cl:22])[Cl:18])=[CH:4][CH:5]=1)[CH2:10][CH2:11][CH3:12]. The catalyst class is: 11. (3) Reactant: [CH3:1][C:2]1[C:6]([C:7]([O:9]CC)=[O:8])=[C:5]([CH3:12])[NH:4][C:3]=1C(OCC)=O. Product: [C:7]([CH2:6][CH2:5][N:4]1[C:5]([CH3:12])=[C:6]([C:7]([OH:9])=[O:8])[C:2]([CH3:1])=[CH:3]1)([OH:9])=[O:8]. The catalyst class is: 65. (4) Reactant: Cl[C:2]1[CH:7]=[CH:6][N:5]=[C:4]2[S:8][CH:9]=[C:10]([C:11]3[CH:16]=[CH:15][CH:14]=[CH:13][CH:12]=3)[C:3]=12.[NH2:17][CH2:18][C:19]1[CH:24]=[CH:23][CH:22]=[CH:21][N:20]=1. Product: [C:11]1([C:10]2[C:3]3[C:4](=[N:5][CH:6]=[CH:7][C:2]=3[NH:17][CH2:18][C:19]3[CH:24]=[CH:23][CH:22]=[CH:21][N:20]=3)[S:8][CH:9]=2)[CH:16]=[CH:15][CH:14]=[CH:13][CH:12]=1. The catalyst class is: 2. (5) Reactant: [CH3:1][O:2][C:3]1[CH:4]=[C:5]([CH:9]=[CH:10][C:11]=1[O:12][CH3:13])[C:6]([OH:8])=O.C(Cl)CCl.[CH:18]1[CH:19]=CC2N(O)N=[N:24][C:22]=2[CH:23]=1.CCN(CC)CC.Cl.[CH2:36]([O:43][C:44]([N:46]1[CH2:55][CH2:54][C:53]2[C:48](=[CH:49][C:50]([NH:56][C:57](=[O:69])[C:58]3[CH:63]=[CH:62][CH:61]=[C:60](C4CCCN4)[CH:59]=3)=[CH:51][CH:52]=2)[CH2:47]1)=[O:45])[C:37]1[CH:42]=[CH:41][CH:40]=[CH:39][CH:38]=1. Product: [CH2:36]([O:43][C:44]([N:46]1[CH2:55][CH2:54][C:53]2[C:48](=[CH:49][C:50]([NH:56][C:57](=[O:69])[C:58]3([CH:19]4[CH2:18][CH2:23][CH2:22][N:24]4[C:6](=[O:8])[C:5]4[CH:9]=[CH:10][C:11]([O:12][CH3:13])=[C:3]([O:2][CH3:1])[CH:4]=4)[CH:59]=[CH:60][CH:61]=[CH:62][CH2:63]3)=[CH:51][CH:52]=2)[CH2:47]1)=[O:45])[C:37]1[CH:42]=[CH:41][CH:40]=[CH:39][CH:38]=1. The catalyst class is: 3. (6) Reactant: [CH2:1]([NH:8][CH2:9][C:10]([OH:12])=[O:11])[C:2]1[CH:7]=[CH:6][CH:5]=[CH:4][CH:3]=1.[O:13]1[CH:15]([CH2:16][CH3:17])[CH2:14]1. Product: [CH2:1]([N:8]([CH2:9][C:10]([OH:12])=[O:11])[CH2:14][CH:15]([OH:13])[CH2:16][CH3:17])[C:2]1[CH:7]=[CH:6][CH:5]=[CH:4][CH:3]=1. The catalyst class is: 74. (7) Reactant: [CH2:1]([O:3][C:4](=[O:36])[CH2:5][C:6]1([NH:21][S:22]([C:25]2[CH:30]=[CH:29][C:28]([CH2:31][CH2:32][CH2:33][CH2:34][CH3:35])=[CH:27][CH:26]=2)(=[O:24])=[O:23])[CH2:10][CH2:9][N:8](C(OCC2C=CC=CC=2)=O)[CH2:7]1)[CH3:2]. Product: [CH2:31]([C:28]1[CH:29]=[CH:30][C:25]([S:22]([NH:21][C:6]2([CH2:5][C:4]([O:3][CH2:1][CH3:2])=[O:36])[CH2:10][CH2:9][NH:8][CH2:7]2)(=[O:23])=[O:24])=[CH:26][CH:27]=1)[CH2:32][CH2:33][CH2:34][CH3:35]. The catalyst class is: 50. (8) Reactant: [Cl:1][C:2]1[CH:3]=[C:4]2[C:14](=[CH:15][CH:16]=1)[C:8]1([CH2:13][CH2:12][O:11][CH2:10][CH2:9]1)[C:7]([OH:17])=[C:6]([C:18](=[O:23])[CH2:19][CH2:20][CH:21]=C)[C:5]2=[O:24].[O:25]=[O+][O-].CSC. Product: [Cl:1][C:2]1[CH:3]=[C:4]2[C:14](=[CH:15][CH:16]=1)[C:8]1([CH2:13][CH2:12][O:11][CH2:10][CH2:9]1)[C:7]([OH:17])=[C:6]([C:18](=[O:23])[CH2:19][CH2:20][CH:21]=[O:25])[C:5]2=[O:24]. The catalyst class is: 2. (9) Reactant: [Cl:1][C:2]1[CH:13]=[CH:12][C:5]([CH2:6][N:7]([CH3:11])[C:8](=[O:10])[CH3:9])=[CH:4][C:3]=1[CH2:14][OH:15].CC(OI1(OC(C)=O)(OC(C)=O)OC(=O)C2C=CC=CC1=2)=O. Product: [Cl:1][C:2]1[CH:13]=[CH:12][C:5]([CH2:6][N:7]([CH3:11])[C:8](=[O:10])[CH3:9])=[CH:4][C:3]=1[CH:14]=[O:15]. The catalyst class is: 2. (10) Reactant: [N+]([O-])([O-])=O.[NH:5]1[C:13]2[C:8](=[CH:9][C:10]([NH:14][C:15]([NH2:17])=[NH2+:16])=[CH:11][CH:12]=2)[CH:7]=[N:6]1.[C:18]([O:22][C:23]([NH:25][C:26]([C:29]1[CH:34]=[CH:33][C:32]([C:35](=O)[C:36]([C:41]#N)=[CH:37][N:38](C)C)=[CH:31][CH:30]=1)([CH3:28])[CH3:27])=[O:24])([CH3:21])([CH3:20])[CH3:19].[OH-].[Na+]. Product: [C:18]([O:22][C:23]([NH:25][C:26]([C:29]1[CH:34]=[CH:33][C:32]([C:35]2[C:36]([C:37]#[N:38])=[CH:41][N:17]=[C:15]([NH:14][C:10]3[CH:9]=[C:8]4[C:13](=[CH:12][CH:11]=3)[NH:5][N:6]=[CH:7]4)[N:16]=2)=[CH:31][CH:30]=1)([CH3:28])[CH3:27])=[O:24])([CH3:20])([CH3:19])[CH3:21]. The catalyst class is: 41.